From a dataset of Experimentally validated miRNA-target interactions with 360,000+ pairs, plus equal number of negative samples. Binary Classification. Given a miRNA mature sequence and a target amino acid sequence, predict their likelihood of interaction. (1) The miRNA is hsa-miR-4659a-3p with sequence UUUCUUCUUAGACAUGGCAACG. The protein sequence of the target gene is MAAAMPLALLVLLLLGPGGWCLAEPPRDSLREELVITPLPSGDVAATFQFRTRWDSELQREGVSHYRLFPKALGQLISKYSLRELHLSFTQGFWRTRYWGPPFLQAPSGAELWVWFQDTVTDVDKSWKELSNVLSGIFCASLNFIDSTNTVTPTASFKPLGLANDTDHYFLRYAVLPREVVCTENLTPWKKLLPCSSKAGLSVLLKADRLFHTSYHSQAVHIRPVCRNARCTSISWELRQTLSVVFDAFITGQGKKDWSLFRMFSRTLTEPCPLASESRVYVDITTYNQDNETLEVHPPP.... Result: 0 (no interaction). (2) The miRNA is rno-miR-423-3p with sequence AGCUCGGUCUGAGGCCCCUCAGU. The protein sequence of the target gene is MGSGRRALSAVPAVLLVLTLPGLPVWAQNDTEPIVLEGKCLVVCDSNPATDSKGSSSSPLGISVRAANSKVAFSAVRSTNHEPSEMSNKTRIIYFDQILVNVGNFFTLESVFVAPRKGIYSFSFHVIKVYQSQTIQVNLMLNGKPVISAFAGDKDVTREAATNGVLLYLDKEDKVYLKLEKGNLVGGWQYSTFSGFLVFPL. Result: 0 (no interaction). (3) The miRNA is hsa-miR-6792-5p with sequence GUAAGCAGGGGCUCUGGGUGA. The protein sequence of the target gene is MGTPASGRKRTPVKDRFSAEDEALSNIAREAEARLAAKRAARAEARDIRMRELERQQKEYSLHSFDRKWGQIQKWLEDSERARYSHRSSHHRPYLGVEDALSIRSVGSHRYDMFKDRSSRLSSLNHSYSHSHGMKKRSSDSHKDLLSGLYFDQRNYSSLRHSKPTSAYYTRQSSSLYSDPLATYKSDRASPTANSGLLRSASLASLYNGGLYNPYGPRTPSECSYYSSRISSARSSPGFTNDDTASIVSSDRASRGRRESVVSAADYFSRSNRRGSVVSEVDDISIPDLSSLDEKSDKQY.... Result: 1 (interaction). (4) The miRNA is hsa-miR-499a-5p with sequence UUAAGACUUGCAGUGAUGUUU. The protein sequence of the target gene is MQGKKPGGSSGGGRSGELQGDEAQRNKKKKKKVSCFSNIKIFLVSECALMLAQGTVGAYLVSVLTTLERRFNLQSADVGVIASSFEIGNLALILFVSYFGARGHRPRLIGCGGIVMALGALLSALPEFLTHQYKYEAGEIRWGAEGRDVCATNGSSSDEGPDPDLICRNRTATNMMYLLLIGAQVLLGIGATPVQPLGVSYIDDHVRRKDSSLYIGILFTMLVFGPACGFILGSFCTKIYVDAVFIDTSNLDITPDDPRWIGAWWGGFLLCGALLFFSSLLMFGFPQSLPPHSDPGMESE.... Result: 0 (no interaction).